From a dataset of Forward reaction prediction with 1.9M reactions from USPTO patents (1976-2016). Predict the product of the given reaction. (1) Given the reactants [OH:1][C:2]1[CH:15]=[CH:14][C:5]([C:6]([C:8]2[CH:13]=[CH:12][CH:11]=[CH:10][CH:9]=2)=[O:7])=[CH:4][CH:3]=1.[CH2:16]([Sn:20]([CH2:27][CH2:28][CH2:29][CH3:30])([CH2:23][CH2:24][CH2:25][CH3:26])OC)[CH2:17][CH2:18][CH3:19], predict the reaction product. The product is: [CH2:27]([Sn:20]([CH2:16][CH2:17][CH2:18][CH3:19])([CH2:23][CH2:24][CH2:25][CH3:26])[O:1][C:2]1[CH:3]=[CH:4][C:5]([C:6]([C:8]2[CH:13]=[CH:12][CH:11]=[CH:10][CH:9]=2)=[O:7])=[CH:14][CH:15]=1)[CH2:28][CH2:29][CH3:30]. (2) Given the reactants [Cl:1][C:2]1[N:7]=[N:6][C:5]([NH2:8])=[C:4]([O:9]C)[CH:3]=1.[Cl:11][C:12]1[CH:13]=[C:14]([S:19](Cl)(=[O:21])=[O:20])[CH:15]=[C:16]([Cl:18])[CH:17]=1.B(Br)(Br)Br.C(Cl)Cl, predict the reaction product. The product is: [Cl:18][C:16]1[CH:15]=[C:14]([S:19]([NH:8][C:5]2[N:6]=[N:7][C:2]([Cl:1])=[CH:3][C:4]=2[OH:9])(=[O:20])=[O:21])[CH:13]=[C:12]([Cl:11])[CH:17]=1.